This data is from Retrosynthesis with 50K atom-mapped reactions and 10 reaction types from USPTO. The task is: Predict the reactants needed to synthesize the given product. (1) Given the product O=C/C=C/c1cccc(F)c1, predict the reactants needed to synthesize it. The reactants are: OC/C=C/c1cccc(F)c1. (2) Given the product COc1nc2ccc(C)cc2nc1NC(=O)N1CCN(c2ccc(F)cc2)CC1, predict the reactants needed to synthesize it. The reactants are: CCOC(=O)Nc1nc2cc(C)ccc2nc1OC.Fc1ccc(N2CCNCC2)cc1. (3) Given the product CC(C)c1ccc(S(=O)(=O)c2ccccc2)cc1S(=O)(=O)NC1CCN(C(=O)c2ccccc2F)CC1, predict the reactants needed to synthesize it. The reactants are: CC(C)c1ccc(S(=O)(=O)c2ccccc2)cc1S(=O)(=O)Cl.NC1CCN(C(=O)c2ccccc2F)CC1. (4) Given the product O=C([C@@H]1CCCN1Cc1ccccc1)N1CCN(Cc2ccc(F)cc2)CC1, predict the reactants needed to synthesize it. The reactants are: Fc1ccc(CN2CCNCC2)cc1.O=C(O)[C@@H]1CCCN1Cc1ccccc1. (5) Given the product Cc1c([N+](=O)[O-])c2cnnc(OCc3ccccc3)c2n1CC(C)C, predict the reactants needed to synthesize it. The reactants are: Cc1c([N+](=O)[O-])c2cnnc(Cl)c2n1CC(C)C.OCc1ccccc1. (6) Given the product COC(=O)CCc1cccc(CN(Cc2ccc(-c3ncccn3)cc2)S(=O)(=O)c2ccc(Cl)cc2)c1, predict the reactants needed to synthesize it. The reactants are: COC(=O)CCc1cccc(CNCc2ccc(-c3ncccn3)cc2)c1.O=S(=O)(Cl)c1ccc(Cl)cc1. (7) Given the product CC(=O)c1ccc2n1CCN(C)C21CCNCC1, predict the reactants needed to synthesize it. The reactants are: CC(=O)c1ccc2n1CCN(C)C21CCN(C(=O)OC(C)(C)C)CC1. (8) Given the product COc1cc(OCCCC2CCN(C)CC2)ncc1C#N, predict the reactants needed to synthesize it. The reactants are: CN1CCC(CCCOc2cc(Cl)c(C#N)cn2)CC1.C[O-].